Predict the reactants needed to synthesize the given product. From a dataset of Full USPTO retrosynthesis dataset with 1.9M reactions from patents (1976-2016). (1) Given the product [CH:73]([C:61]1[CH:60]=[CH:59][CH:58]=[C:57]([CH:52]([CH3:51])[CH3:53])[C:62]=1[N:25]1[C:21]([C:11]2[C:10]([CH3:9])=[CH:15][CH:14]=[CH:13][C:12]=2[CH3:16])=[N:22][N:23]=[C:24]1[C:38]1[CH:43]=[CH:42][CH:41]=[CH:40][CH:39]=1)([CH3:78])[CH3:74], predict the reactants needed to synthesize it. The reactants are: [O-]P([O-])([O-])=O.[K+].[K+].[K+].[CH3:9][C:10]1[CH:15]=[CH:14][CH:13]=[C:12]([CH3:16])[C:11]=1B(O)O.Br[C:21]1[N:25](C2C(C(C)C)=CC=CC=2C(C)C)[C:24]([C:38]2[CH:43]=[CH:42][CH:41]=[CH:40][CH:39]=2)=[N:23][N:22]=1.C1(P(C2CCCCC2)[C:51]2C=CC=[CH:53][C:52]=2[C:57]2[C:62](OC)=[CH:61][CH:60]=[CH:59][C:58]=2OC)CCCCC1.[C:73]1(C)[CH:78]=CC=C[CH:74]=1. (2) The reactants are: [C:1]([C:4]1[C:22](=[O:23])[C@@:8]2([CH3:24])[C:9]3[C:15]([OH:16])=[CH:14][C:13]([O:17][CH3:18])=[C:12]([C:19]([NH2:21])=[O:20])[C:10]=3[O:11][C:7]2=[CH:6][C:5]=1[OH:25])(=[O:3])[CH3:2].[CH2:26]([O:30][C:31]1[C:38]([CH3:39])=[C:37]([CH3:40])[C:34]([CH:35]=O)=[C:33]([CH3:41])[C:32]=1[CH3:42])[C:27]#[C:28][CH3:29].C([SiH](CC)CC)C.FC(F)(F)C(O)=O. Given the product [C:1]([C:4]1[C:22](=[O:23])[C@@:8]2([CH3:24])[C:9]3[C:15]([OH:16])=[CH:14][C:13]([O:17][CH3:18])=[C:12]([C:19]([NH:21][CH2:35][C:34]4[C:37]([CH3:40])=[C:38]([CH3:39])[C:31]([O:30][CH2:26][C:27]#[C:28][CH3:29])=[C:32]([CH3:42])[C:33]=4[CH3:41])=[O:20])[C:10]=3[O:11][C:7]2=[CH:6][C:5]=1[OH:25])(=[O:3])[CH3:2], predict the reactants needed to synthesize it. (3) Given the product [NH2:1][C:2]1[C:11]2[CH:10]=[CH:9][CH:8]=[C:7]([C:22]3[CH:23]=[CH:24][CH:25]=[CH:26][C:21]=3[C:19]#[N:20])[C:6]=2[N:5]=[C:4]2[CH2:13][N:14]([CH2:17][CH3:18])[C:15](=[O:16])[C:3]=12, predict the reactants needed to synthesize it. The reactants are: [NH2:1][C:2]1[C:11]2[CH:10]=[CH:9][CH:8]=[C:7](Br)[C:6]=2[N:5]=[C:4]2[CH2:13][N:14]([CH2:17][CH3:18])[C:15](=[O:16])[C:3]=12.[C:19]([C:21]1[CH:26]=[CH:25][CH:24]=[CH:23][C:22]=1B(O)O)#[N:20]. (4) Given the product [CH:1]1([N:7]([CH3:30])[S:8]([CH2:11][CH2:12][N:13]2[CH2:14][C:15]3[C:16](=[CH:17][CH:18]=[C:19]([C:21](=[O:28])[C:22]4[CH:27]=[CH:26][CH:25]=[CH:24][CH:23]=4)[CH:20]=3)[N:29]=[C:32]2[NH2:31])(=[O:10])=[O:9])[CH2:2][CH2:3][CH2:4][CH2:5][CH2:6]1, predict the reactants needed to synthesize it. The reactants are: [CH:1]1([N:7]([CH3:30])[S:8]([CH2:11][CH2:12][NH:13][CH2:14][C:15]2[CH:20]=[C:19]([C:21](=[O:28])[C:22]3[CH:27]=[CH:26][CH:25]=[CH:24][CH:23]=3)[CH:18]=[CH:17][C:16]=2[NH2:29])(=[O:10])=[O:9])[CH2:6][CH2:5][CH2:4][CH2:3][CH2:2]1.[N:31]#[C:32]Br. (5) Given the product [C:1]1([CH:7]2[O:12][C:11]3[CH:13]=[CH:14][C:15]([O:17][C:45]4[C:50]([N+:51]([O-:53])=[O:52])=[CH:49][CH:48]=[CH:47][N:46]=4)=[CH:16][C:10]=3[O:9][CH2:8]2)[CH:6]=[CH:5][CH:4]=[CH:3][CH:2]=1, predict the reactants needed to synthesize it. The reactants are: [C:1]1([CH:7]2[O:12][C:11]3[CH:13]=[CH:14][C:15]([O:17]C4C=CC([N+]([O-])=O)=CN=4)=[CH:16][C:10]=3[O:9][CH2:8]2)[CH:6]=[CH:5][CH:4]=[CH:3][CH:2]=1.C1(C2OC3C=CC(O)=CC=3OC2)C=CC=CC=1.Cl[C:45]1[C:50]([N+:51]([O-:53])=[O:52])=[CH:49][CH:48]=[CH:47][N:46]=1. (6) Given the product [CH:1]1([N:5]2[C:9](=[O:10])[C:8]([NH:11][CH2:12][CH2:13][CH2:14][CH2:15][C:16]3[CH:21]=[CH:20][CH:19]=[CH:18][CH:17]=3)=[C:7]([C:22]3[CH:27]=[CH:26][CH:25]=[CH:24][CH:23]=3)[S:6]2(=[O:29])=[O:28])[CH2:2][CH2:32][CH2:31][CH2:4]1, predict the reactants needed to synthesize it. The reactants are: [C:1]([N:5]1[C:9](=[O:10])[C:8]([NH:11][CH2:12][CH2:13][CH2:14][CH2:15][C:16]2[CH:21]=[CH:20][CH:19]=[CH:18][CH:17]=2)=[C:7]([C:22]2[CH:27]=[CH:26][CH:25]=[CH:24][CH:23]=2)[S:6]1(=[O:29])=[O:28])([CH3:4])(C)[CH3:2].Br[CH:31]1CCC[CH2:32]1. (7) Given the product [CH:31]1([CH2:30][CH:29]([C:28]2[NH:50][C:25]([C:22]3[N:23]=[CH:24][C:19]([CH:9]([OH:8])[CH2:10][OH:11])=[CH:20][CH:21]=3)=[CH:26][CH:27]=2)[C:36]2[CH:41]=[CH:40][C:39]([S:42][CH3:43])=[CH:38][N:37]=2)[CH2:35][CH2:34][CH2:33][CH2:32]1, predict the reactants needed to synthesize it. The reactants are: [Si]([O:8][CH:9]([C:19]1[CH:20]=[CH:21][C:22]([C:25](=O)[CH2:26][CH2:27][C:28](=O)[CH:29]([C:36]2[CH:41]=[CH:40][C:39]([S:42][CH3:43])=[CH:38][N:37]=2)[CH2:30][CH:31]2[CH2:35][CH2:34][CH2:33][CH2:32]2)=[N:23][CH:24]=1)[CH2:10][O:11][Si](C(C)(C)C)(C)C)(C(C)(C)C)(C)C.C([O-])(=O)C.[NH4+:50].C(=O)([O-])O.[Na+].